From a dataset of Catalyst prediction with 721,799 reactions and 888 catalyst types from USPTO. Predict which catalyst facilitates the given reaction. (1) Reactant: [Si:1]([C@@:8]1([OH:31])[C@@H:12]([CH2:13][O:14][Si:15]([C:18]([CH3:21])([CH3:20])[CH3:19])([CH3:17])[CH3:16])[O:11][C@@H:10]([N:22]2[CH:30]=[C:28]([CH3:29])[C:26](=[O:27])[NH:25][C:23]2=[O:24])[CH2:9]1)([C:4]([CH3:7])([CH3:6])[CH3:5])([CH3:3])[CH3:2].[C:32]([O:36][C:37](O[C:37]([O:36][C:32]([CH3:35])([CH3:34])[CH3:33])=[O:38])=[O:38])([CH3:35])([CH3:34])[CH3:33]. Product: [Si:1]([C@@:8]1([OH:31])[C@@H:12]([CH2:13][O:14][Si:15]([C:18]([CH3:19])([CH3:20])[CH3:21])([CH3:17])[CH3:16])[O:11][C@@H:10]([N:22]2[CH:30]=[C:28]([CH3:29])[C:26](=[O:27])[N:25]([C:37]([O:36][C:32]([CH3:35])([CH3:34])[CH3:33])=[O:38])[C:23]2=[O:24])[CH2:9]1)([C:4]([CH3:5])([CH3:6])[CH3:7])([CH3:2])[CH3:3]. The catalyst class is: 241. (2) Reactant: [F:1][C:2]1[CH:22]=[CH:21][C:20]([F:23])=[CH:19][C:3]=1[O:4][C:5]1[CH2:9][N:8]([C@@H:10]([CH2:14][CH:15]([CH3:17])[CH3:16])[C:11]([OH:13])=O)[C:7](=[O:18])[CH:6]=1.C(N(CC)C(C)C)(C)C.F[P-](F)(F)(F)(F)F.N1(O[P+](N(C)C)(N(C)C)N(C)C)C2C=CC=CC=2N=N1.[CH3:60][C:61]1([CH3:73])[O:65][C@H:64]([CH2:66][N:67]2[CH:71]=[CH:70][C:69]([NH2:72])=[N:68]2)[CH2:63][O:62]1. Product: [CH3:60][C:61]1([CH3:73])[O:65][C@H:64]([CH2:66][N:67]2[CH:71]=[CH:70][C:69]([NH:72][C:11](=[O:13])[C@@H:10]([N:8]3[CH2:9][C:5]([O:4][C:3]4[CH:19]=[C:20]([F:23])[CH:21]=[CH:22][C:2]=4[F:1])=[CH:6][C:7]3=[O:18])[CH2:14][CH:15]([CH3:17])[CH3:16])=[N:68]2)[CH2:63][O:62]1. The catalyst class is: 42. (3) Reactant: [CH3:1][N:2]1[C:7]2[S:8][C:9]([CH3:14])=[C:10]([CH2:11][CH:12]=[O:13])[C:6]=2[C:5](=[O:15])[N:4]([CH3:16])[C:3]1=[O:17].S(=O)(=O)([OH:20])N.Cl([O-])=O.[Na+]. Product: [CH3:1][N:2]1[C:7]2[S:8][C:9]([CH3:14])=[C:10]([CH2:11][C:12]([OH:20])=[O:13])[C:6]=2[C:5](=[O:15])[N:4]([CH3:16])[C:3]1=[O:17]. The catalyst class is: 95. (4) Reactant: C(N(CC)CC)C.O.OC1C2N=NNC=2C=CC=1.Cl.CN(C)CCCN=C=NCC.[Cl:31][C:32]1[CH:40]=[CH:39][C:35]([C:36]([OH:38])=O)=[CH:34][N:33]=1.[NH2:41][C:42]1([CH2:48][OH:49])[CH2:47][CH2:46][CH2:45][CH2:44][CH2:43]1. Product: [Cl:31][C:32]1[CH:40]=[CH:39][C:35]([C:36]([NH:41][C:42]2([CH2:48][OH:49])[CH2:47][CH2:46][CH2:45][CH2:44][CH2:43]2)=[O:38])=[CH:34][N:33]=1. The catalyst class is: 4.